Dataset: NCI-60 drug combinations with 297,098 pairs across 59 cell lines. Task: Regression. Given two drug SMILES strings and cell line genomic features, predict the synergy score measuring deviation from expected non-interaction effect. Drug 1: CC(C)(C#N)C1=CC(=CC(=C1)CN2C=NC=N2)C(C)(C)C#N. Drug 2: C1=NNC2=C1C(=O)NC=N2. Cell line: HL-60(TB). Synergy scores: CSS=10.4, Synergy_ZIP=-6.14, Synergy_Bliss=-5.58, Synergy_Loewe=-2.11, Synergy_HSA=0.472.